Dataset: Orexin1 receptor HTS with 218,158 compounds and 233 confirmed actives. Task: Binary Classification. Given a drug SMILES string, predict its activity (active/inactive) in a high-throughput screening assay against a specified biological target. (1) The drug is O=C(c1c(n(CCc2ccccc2)c(c1)C)C)CN1C(=O)N(Cc2occc2)C(=O)C1=O. The result is 0 (inactive). (2) The molecule is S=C(N(CCN1CCCC1)Cc1cc2c([nH]c1=O)ccc(OCC)c2)Nc1c(OC)cccc1. The result is 0 (inactive). (3) The result is 0 (inactive). The molecule is Clc1c(cc(S(=O)(=O)N(C)C)cc1)C(=O)N(CC(=O)Nc1ccc(N2CCOCC2)cc1)C. (4) The drug is Brc1cc(c(NC(=O)CCS(=O)(=O)c2c3nonc3ccc2)cc1)C. The result is 0 (inactive). (5) The drug is Clc1cc(c2onc(n2)c2cc(OC)c(OC)cc2)ccc1. The result is 0 (inactive). (6) The drug is S(=O)(=O)(N1CCN(CC1)C)c1c2c(sc1C)ncn(c2=O)CC(=O)Nc1cc(OC)c(OC)cc1. The result is 0 (inactive). (7) The result is 0 (inactive). The compound is Clc1cc(C(OCC2CCN(CC2)CCCC)=O)c2OCCOc2c1N. (8) The compound is Clc1ncccc1C(=O)Nc1c(S(=O)(=O)N2CCOCC2)cc(OC)cc1. The result is 0 (inactive).